This data is from Reaction yield outcomes from USPTO patents with 853,638 reactions. The task is: Predict the reaction yield, written as a fraction of the theoretical maximum amount of product (1.0 means a 100% yield; for example, 0.34 means a 34% yield). The reactants are [CH2:1]([O:3][C:4]([C:6]1([NH:11][C:12]([CH:14]2[CH2:18][CH:17]([O:19][C:20]3[C:29]4[C:24](=[CH:25][C:26]([O:30][CH3:31])=[CH:27][CH:28]=4)[CH:23]=[CH:22][N:21]=3)[CH2:16][N:15]2[C:32](=[O:49])[CH:33]([NH:41][C:42]([O:44][C:45]([CH3:48])([CH3:47])[CH3:46])=[O:43])[CH2:34][CH2:35][CH2:36][O:37][CH2:38]C=C)=[O:13])[CH2:8][CH:7]1[CH:9]=[CH2:10])=[O:5])[CH3:2]. The catalyst is C1C=CC=CC=1.CC1C=C(C)C(N2C(=[Ru](Cl)(Cl)=CC3C=CC=CC=3)N(C3C(C)=CC(C)=CC=3C)CC2)=C(C)C=1.C1CCC(P(C2CCCCC2)C2CCCCC2)CC1. The product is [CH2:1]([O:3][C:4]([C:6]12[CH2:8][CH:7]1[CH:9]=[CH:10][CH2:38][O:37][CH2:36][CH2:35][CH2:34][CH:33]([NH:41][C:42]([O:44][C:45]([CH3:47])([CH3:46])[CH3:48])=[O:43])[C:32](=[O:49])[N:15]1[CH:14]([CH2:18][CH:17]([O:19][C:20]3[C:29]4[C:24](=[CH:25][C:26]([O:30][CH3:31])=[CH:27][CH:28]=4)[CH:23]=[CH:22][N:21]=3)[CH2:16]1)[C:12](=[O:13])[NH:11]2)=[O:5])[CH3:2]. The yield is -0.350.